From a dataset of Forward reaction prediction with 1.9M reactions from USPTO patents (1976-2016). Predict the product of the given reaction. (1) Given the reactants C1(CC(C2C=CC(S(C)(=O)=O)=CC=2)C(O)=O)CCCC1.NC1SC=C(CC(OCC)=O)N=1.C(OC(=O)C[C:38]1[N:39]=[C:40]([NH:43][C:44](=[O:62])[CH:45]([C:52]2[CH:57]=[CH:56][C:55]([S:58]([CH3:61])(=[O:60])=[O:59])=[CH:54][CH:53]=2)[CH2:46][CH:47]2[CH2:51][CH2:50][CH2:49][CH2:48]2)[S:41][CH:42]=1)C, predict the reaction product. The product is: [CH:47]1([CH2:46][CH:45]([C:52]2[CH:57]=[CH:56][C:55]([S:58]([CH3:61])(=[O:60])=[O:59])=[CH:54][CH:53]=2)[C:44]([NH:43][C:40]2[S:41][CH:42]=[CH:38][N:39]=2)=[O:62])[CH2:51][CH2:50][CH2:49][CH2:48]1. (2) Given the reactants C(OC(=O)[NH:7][CH2:8][C:9]1[C:10]([C:15]([F:18])([CH3:17])[CH3:16])=[N:11][CH:12]=[N:13][CH:14]=1)(C)(C)C.[ClH:20], predict the reaction product. The product is: [ClH:20].[ClH:20].[F:18][C:15]([C:10]1[C:9]([CH2:8][NH2:7])=[CH:14][N:13]=[CH:12][N:11]=1)([CH3:16])[CH3:17]. (3) Given the reactants C([O:3][C:4]([C:6]1[N:7]=[CH:8][N:9]([C:11]2[CH:16]=[C:15]([C:17](=[O:36])[NH:18][C:19]3[CH:24]=[C:23]([C:25]([CH3:28])([CH3:27])[CH3:26])[CH:22]=[C:21]([NH:29][S:30]([CH3:33])(=[O:32])=[O:31])[C:20]=3[O:34][CH3:35])[CH:14]=[CH:13][C:12]=2[CH3:37])[CH:10]=1)=[O:5])C.O[Li].O.CC(O)=O, predict the reaction product. The product is: [C:25]([C:23]1[CH:22]=[C:21]([NH:29][S:30]([CH3:33])(=[O:31])=[O:32])[C:20]([O:34][CH3:35])=[C:19]([NH:18][C:17]([C:15]2[CH:14]=[CH:13][C:12]([CH3:37])=[C:11]([N:9]3[CH:10]=[C:6]([C:4]([OH:5])=[O:3])[N:7]=[CH:8]3)[CH:16]=2)=[O:36])[CH:24]=1)([CH3:28])([CH3:26])[CH3:27]. (4) Given the reactants [Cl:1][C:2]1[CH:3]=[C:4]([C:12]2[S:16][N:15]=[C:14]([C:17]3[CH:22]=[CH:21][CH:20]=[C:19](/[CH:23]=[CH:24]/[O:25]C)[C:18]=3[O:27][CH3:28])[N:13]=2)[CH:5]=[CH:6][C:7]=1[O:8][CH:9]([CH3:11])[CH3:10].[I-].[Na+].C[Si](Cl)(C)C, predict the reaction product. The product is: [Cl:1][C:2]1[CH:3]=[C:4]([C:12]2[S:16][N:15]=[C:14]([C:17]3[C:18]([O:27][CH3:28])=[C:19]([CH2:23][CH:24]=[O:25])[CH:20]=[CH:21][CH:22]=3)[N:13]=2)[CH:5]=[CH:6][C:7]=1[O:8][CH:9]([CH3:10])[CH3:11]. (5) Given the reactants C[Si]([N:5]=[C:6]=[O:7])(C)C.[CH3:8][O:9][C:10]1[N:15]=[CH:14][C:13]([N:16]2[C:20]([C:21]3[CH:25]=[CH:24][NH:23][CH:22]=3)=[CH:19][C:18]([C:26]([N:28]3[CH2:32][CH2:31][CH2:30][NH:29]3)=[O:27])=[N:17]2)=[CH:12][CH:11]=1.CO, predict the reaction product. The product is: [CH3:8][O:9][C:10]1[N:15]=[CH:14][C:13]([N:16]2[C:20]([C:21]3[CH:25]=[CH:24][NH:23][CH:22]=3)=[CH:19][C:18]([C:26]([N:28]3[CH2:32][CH2:31][CH2:30][N:29]3[C:6](=[O:7])[NH2:5])=[O:27])=[N:17]2)=[CH:12][CH:11]=1.